From a dataset of Reaction yield outcomes from USPTO patents with 853,638 reactions. Predict the reaction yield, written as a fraction of the theoretical maximum amount of product (1.0 means a 100% yield; for example, 0.34 means a 34% yield). (1) The reactants are [NH2:1][C:2]1[CH:9]=[CH:8][CH:7]=[C:6]([OH:10])[C:3]=1[CH:4]=[O:5].[C:11]([O:15][C:16](O[C:16]([O:15][C:11]([CH3:14])([CH3:13])[CH3:12])=[O:17])=[O:17])([CH3:14])([CH3:13])[CH3:12]. The catalyst is C1COCC1.CN(C)C1C=CN=CC=1. The product is [CH:4]([C:3]1[C:6]([OH:10])=[CH:7][CH:8]=[CH:9][C:2]=1[NH:1][C:16](=[O:17])[O:15][C:11]([CH3:14])([CH3:13])[CH3:12])=[O:5]. The yield is 0.140. (2) The reactants are [NH:1]1[CH2:6][CH2:5][CH:4]([CH2:7][N:8]2[C:16]3[C:11](=[CH:12][CH:13]=[CH:14][CH:15]=3)[C:10]3([CH2:20][O:19][C:18]4[CH:21]=[C:22]5[C:26](=[CH:27][C:17]3=4)[CH2:25][CH2:24][O:23]5)[C:9]2=[O:28])[CH2:3][CH2:2]1.[CH3:29][C:30]([CH3:32])=O.C([BH3-])#N.[Na+]. The catalyst is C(O)(=O)C.CO.C(=O)(O)[O-].[Na+]. The product is [CH3:29][CH:30]([N:1]1[CH2:6][CH2:5][CH:4]([CH2:7][N:8]2[C:16]3[C:11](=[CH:12][CH:13]=[CH:14][CH:15]=3)[C:10]3([CH2:20][O:19][C:18]4[CH:21]=[C:22]5[C:26](=[CH:27][C:17]3=4)[CH2:25][CH2:24][O:23]5)[C:9]2=[O:28])[CH2:3][CH2:2]1)[CH3:32]. The yield is 0.640. (3) The reactants are Cl.[Cl:2][C:3]1[CH:25]=[C:24]([F:26])[CH:23]=[CH:22][C:4]=1[C:5]([NH:7][C:8]1[CH:13]=[CH:12][CH:11]=[C:10]([NH:14][C@H:15]2[CH2:20][CH2:19][NH:18][C@@H:17]([CH3:21])[CH2:16]2)[CH:9]=1)=[O:6].[C:27](O)(=O)C.C([BH3-])#N.[Na+].C=O.C(=O)(O)[O-].[Na+].[Cl-].[NH4+]. The catalyst is CO.ClCCl. The product is [ClH:2].[Cl:2][C:3]1[CH:25]=[C:24]([F:26])[CH:23]=[CH:22][C:4]=1[C:5]([NH:7][C:8]1[CH:13]=[CH:12][CH:11]=[C:10]([NH:14][C@H:15]2[CH2:20][CH2:19][N:18]([CH3:27])[C@@H:17]([CH3:21])[CH2:16]2)[CH:9]=1)=[O:6]. The yield is 0.540. (4) The reactants are [NH2:1][C:2]1[CH:10]=[CH:9][CH:8]=[C:4]([C:5]([OH:7])=O)[C:3]=1[C:11]([OH:13])=[O:12].[C:14](OC(=O)C)(=[O:16])[CH3:15]. No catalyst specified. The product is [C:14]([NH:1][C:2]1[CH:10]=[CH:9][CH:8]=[C:4]2[C:5]([O:13][C:11](=[O:12])[C:3]=12)=[O:7])(=[O:16])[CH3:15]. The yield is 0.610. (5) The reactants are C([O:3][C:4](=O)[CH2:5][C:6]1[N:7]=[C:8]([C:12]2[CH:17]=[CH:16][C:15]([C:18]([F:21])([F:20])[F:19])=[CH:14][CH:13]=2)[S:9][C:10]=1[CH3:11])C.[H-].[Al+3].[Li+].[H-].[H-].[H-]. The catalyst is O1CCCC1. The product is [CH3:11][C:10]1[S:9][C:8]([C:12]2[CH:13]=[CH:14][C:15]([C:18]([F:21])([F:20])[F:19])=[CH:16][CH:17]=2)=[N:7][C:6]=1[CH2:5][CH2:4][OH:3]. The yield is 0.950.